The task is: Predict the reaction yield, written as a fraction of the theoretical maximum amount of product (1.0 means a 100% yield; for example, 0.34 means a 34% yield).. This data is from Reaction yield outcomes from USPTO patents with 853,638 reactions. The reactants are [H-].[Na+].[SH:3][CH2:4][C:5]([O:7][CH2:8][CH3:9])=[O:6].[NH:10]([C:17]1[N:18]([C:33]2[CH:38]=[CH:37][CH:36]=[CH:35][CH:34]=2)[C:19]2[C:24]([C:25](=[O:27])[CH:26]=1)=[C:23]([C:28]([F:31])([F:30])[F:29])[CH:22]=[C:21](Cl)[N:20]=2)[C:11]1[CH:16]=[CH:15][CH:14]=[CH:13][CH:12]=1. The catalyst is CN(C=O)C. The product is [NH:10]([C:17]1[N:18]([C:33]2[CH:38]=[CH:37][CH:36]=[CH:35][CH:34]=2)[C:19]2[N:20]=[C:21]([S:3][CH2:4][C:5]([O:7][CH2:8][CH3:9])=[O:6])[CH:22]=[C:23]([C:28]([F:31])([F:30])[F:29])[C:24]=2[C:25](=[O:27])[CH:26]=1)[C:11]1[CH:16]=[CH:15][CH:14]=[CH:13][CH:12]=1. The yield is 0.530.